Task: Predict the reaction yield, written as a fraction of the theoretical maximum amount of product (1.0 means a 100% yield; for example, 0.34 means a 34% yield).. Dataset: Reaction yield outcomes from USPTO patents with 853,638 reactions (1) The reactants are [CH2:1]1[CH2:5][NH:4][C@H:3]([C:6]([O:8][CH2:9][C:10]2[CH:15]=[CH:14][CH:13]=[CH:12][CH:11]=2)=[O:7])[CH2:2]1.Cl.CCN(C(C)C)C(C)C.[NH:26]([C:35]([O:37][C:38]([CH3:41])([CH3:40])[CH3:39])=[O:36])[C@H:27]([C:32](O)=[O:33])[C:28]([CH3:31])([CH3:30])[CH3:29].C1C=CC2N(O)N=NC=2C=1.C(Cl)CCl. The catalyst is C(Cl)Cl.CCOC(C)=O. The product is [CH2:9]([O:8][C:6]([CH:3]1[CH2:2][CH2:1][CH2:5][N:4]1[C:32](=[O:33])[CH:27]([NH:26][C:35]([O:37][C:38]([CH3:41])([CH3:40])[CH3:39])=[O:36])[C:28]([CH3:31])([CH3:30])[CH3:29])=[O:7])[C:10]1[CH:15]=[CH:14][CH:13]=[CH:12][CH:11]=1. The yield is 0.990. (2) The reactants are [CH2:1]([O:3][C:4](=[O:23])[CH2:5][C:6]1[CH:11]=[CH:10][C:9]([NH:12][C:13]([O:15][CH2:16][C:17]2[CH:22]=[CH:21][CH:20]=[CH:19][CH:18]=2)=[O:14])=[CH:8][CH:7]=1)[CH3:2].C=O.[C:26](=O)([O-])[O-].[K+].[K+]. The catalyst is [I-].C([N+](CCCC)(CCCC)CCCC)CCC.C1(C)C=CC=CC=1. The product is [CH2:1]([O:3][C:4](=[O:23])[C:5]([C:6]1[CH:11]=[CH:10][C:9]([NH:12][C:13]([O:15][CH2:16][C:17]2[CH:18]=[CH:19][CH:20]=[CH:21][CH:22]=2)=[O:14])=[CH:8][CH:7]=1)=[CH2:26])[CH3:2]. The yield is 0.450. (3) The reactants are C(OC([N:8]1[CH2:13][CH2:12][CH2:11][CH:10]([CH2:14][N:15]2[C:19]3[C:20]([Cl:24])=[CH:21][CH:22]=[CH:23][C:18]=3[N:17]=[C:16]2[NH2:25])[CH2:9]1)=O)(C)(C)C.FC(F)(F)C(O)=O.CC[NH+](CC)CC.CC[NH+](CC)CC.C([O-])([O-])=O.Cl.C(OCC)C. The catalyst is C(Cl)Cl. The product is [Cl:24][C:20]1[C:19]2[N:15]([CH2:14][CH:10]3[CH2:11][CH2:12][CH2:13][NH:8][CH2:9]3)[C:16]([NH2:25])=[N:17][C:18]=2[CH:23]=[CH:22][CH:21]=1. The yield is 0.820. (4) The reactants are [CH3:1][O:2][C:3]1[C:37]([O:38][CH3:39])=[CH:36][CH:35]=[CH:34][C:4]=1[CH2:5][N:6]([CH2:27][CH2:28][CH2:29][CH2:30][CH2:31][CH2:32][CH3:33])[C:7](=[O:26])[CH2:8][O:9][C:10]1[CH:15]=[CH:14][C:13]([CH2:16][C@H:17]([O:23][CH2:24][CH3:25])[C:18]([O:20]CC)=[O:19])=[CH:12][CH:11]=1.[Li+].[OH-].Cl. The catalyst is C(#N)C. The product is [CH3:1][O:2][C:3]1[C:37]([O:38][CH3:39])=[CH:36][CH:35]=[CH:34][C:4]=1[CH2:5][N:6]([CH2:27][CH2:28][CH2:29][CH2:30][CH2:31][CH2:32][CH3:33])[C:7](=[O:26])[CH2:8][O:9][C:10]1[CH:11]=[CH:12][C:13]([CH2:16][C@H:17]([O:23][CH2:24][CH3:25])[C:18]([OH:20])=[O:19])=[CH:14][CH:15]=1. The yield is 0.980. (5) The reactants are [CH:1](=[O:5])/C=C/C.[CH2:6]([N:10]([C:23]1[CH:28]=[CH:27][CH:26]=[CH:25][CH:24]=1)[C:11](=[O:22])[C:12]1[CH:17]=[CH:16][C:15]([O:18][CH3:19])=[C:14]([O:20][CH3:21])[CH:13]=1)[CH2:7][CH:8]=[CH2:9]. The catalyst is C(Cl)Cl.CC1C=C(C)C(N2C(=[Ru](Cl)(Cl)=CC3C(OC(C)C)=CC=CC=3)N(C3C(C)=CC(C)=CC=3C)CC2)=C(C)C=1. The product is [CH3:21][O:20][C:14]1[CH:13]=[C:12]([CH:17]=[CH:16][C:15]=1[O:18][CH3:19])[C:11]([N:10]([CH2:6][CH2:7]/[CH:8]=[CH:9]/[CH:1]=[O:5])[C:23]1[CH:24]=[CH:25][CH:26]=[CH:27][CH:28]=1)=[O:22]. The yield is 0.970.